Dataset: Catalyst prediction with 721,799 reactions and 888 catalyst types from USPTO. Task: Predict which catalyst facilitates the given reaction. (1) Reactant: [CH3:1][O:2][C:3]1[CH:16]=[CH:15][C:6]([CH2:7][O:8][C:9]([CH3:14])([CH3:13])[CH2:10][CH2:11]O)=[CH:5][CH:4]=1.C(Br)(Br)(Br)[Br:18].C1(P(C2C=CC=CC=2)C2C=CC=CC=2)C=CC=CC=1.C(O)C. Product: [Br:18][CH2:11][CH2:10][C:9]([CH3:14])([CH3:13])[O:8][CH2:7][C:6]1[CH:15]=[CH:16][C:3]([O:2][CH3:1])=[CH:4][CH:5]=1. The catalyst class is: 22. (2) Reactant: [CH3:1][O:2][C:3]1[CH:8]=[C:7]([CH3:9])[CH:6]=[CH:5][C:4]=1[C:10]([CH3:21])([CH3:20])[CH2:11][C:12]([OH:19])([C:15]([F:18])([F:17])[F:16])[CH:13]=O.[NH2:22][C:23]1[CH:32]=[CH:31][CH:30]=[C:29]2[C:24]=1[CH:25]=[N:26][N:27]([CH3:34])[C:28]2=[O:33]. Product: [CH3:1][O:2][C:3]1[CH:8]=[C:7]([CH3:9])[CH:6]=[C:5]2[C:4]=1[C:10]([CH3:20])([CH3:21])[CH2:11][C:12]([OH:19])([C:15]([F:18])([F:16])[F:17])[CH:13]2[NH:22][C:23]1[CH:32]=[CH:31][CH:30]=[C:29]2[C:24]=1[CH:25]=[N:26][N:27]([CH3:34])[C:28]2=[O:33]. The catalyst class is: 528. (3) Reactant: [NH2:1][C:2]1[N:7]=[C:6]([C:8]([O:10][CH3:11])=[O:9])[CH:5]=[CH:4][CH:3]=1.Cl[CH2:13][CH:14]=O. Product: [N:1]1[CH:13]=[CH:14][N:7]2[C:6]([C:8]([O:10][CH3:11])=[O:9])=[CH:5][CH:4]=[CH:3][C:2]=12. The catalyst class is: 41. (4) Reactant: [CH2:1]([O:8][CH2:9][CH2:10][CH2:11][C@@H:12]1[CH2:16][CH2:15][N:14]([C:17]2[CH:18]=[N:19][CH:20]=[C:21]([O:23][CH2:24][C@@H:25]3[CH2:29][CH2:28][CH2:27][N:26]3C(OC(C)(C)C)=O)[CH:22]=2)[CH2:13]1)[C:2]1[CH:7]=[CH:6][CH:5]=[CH:4][CH:3]=1.C(O)(C(F)(F)F)=O. Product: [CH2:1]([O:8][CH2:9][CH2:10][CH2:11][C@@H:12]1[CH2:16][CH2:15][N:14]([C:17]2[CH:18]=[N:19][CH:20]=[C:21]([O:23][CH2:24][C@@H:25]3[CH2:29][CH2:28][CH2:27][NH:26]3)[CH:22]=2)[CH2:13]1)[C:2]1[CH:3]=[CH:4][CH:5]=[CH:6][CH:7]=1. The catalyst class is: 34. (5) Reactant: [NH2:1][C:2]1[CH:3]=[C:4]([NH:17][C:18](=[O:21])[O:19][CH3:20])[CH:5]=[CH:6][C:7]=1[NH:8][CH2:9][CH2:10][N:11]1[CH2:16][CH2:15][CH2:14][CH2:13][CH2:12]1.[CH3:22][C:23]([CH3:28])([CH3:27])[C:24](Cl)=O. Product: [C:23]([C:28]1[N:8]([CH2:9][CH2:10][N:11]2[CH2:16][CH2:15][CH2:14][CH2:13][CH2:12]2)[C:7]2[CH:6]=[CH:5][C:4]([NH:17][C:18](=[O:21])[O:19][CH3:20])=[CH:3][C:2]=2[N:1]=1)([CH3:27])([CH3:24])[CH3:22]. The catalyst class is: 64. (6) Reactant: [OH:1][C:2]1([CH2:8][N:9]2[CH2:14][CH2:13][CH:12]([CH2:15][NH:16][C:17]([N:19]3[C:23]4[CH:24]=[CH:25][CH:26]=[CH:27][C:22]=4[N:21]([CH:28]([CH3:30])[CH3:29])[C:20]3=[O:31])=[O:18])[CH2:11][CH2:10]2)[CH2:7][CH2:6][O:5][CH2:4][CH2:3]1.[ClH:32].CO. Product: [ClH:32].[OH:1][C:2]1([CH2:8][N:9]2[CH2:10][CH2:11][CH:12]([CH2:15][NH:16][C:17]([N:19]3[C:23]4[CH:24]=[CH:25][CH:26]=[CH:27][C:22]=4[N:21]([CH:28]([CH3:29])[CH3:30])[C:20]3=[O:31])=[O:18])[CH2:13][CH2:14]2)[CH2:7][CH2:6][O:5][CH2:4][CH2:3]1. The catalyst class is: 5. (7) Reactant: [CH3:1][CH:2]([CH3:10])[C:3](=O)[CH2:4][CH2:5][C:6](O)=[O:7].[NH2:11][NH2:12]. Product: [CH:2]([C:3]1[CH2:4][CH2:5][C:6](=[O:7])[NH:11][N:12]=1)([CH3:10])[CH3:1]. The catalyst class is: 8.